From a dataset of Forward reaction prediction with 1.9M reactions from USPTO patents (1976-2016). Predict the product of the given reaction. (1) Given the reactants Cl.[Br:2][C:3]1[CH:12]=[C:11]2[C:6]([CH:7]=[CH:8][N+:9]([O-])=[CH:10]2)=[CH:5][CH:4]=1.BrC1C=C2C(=CC=1)C([Cl:25])=NC=C2, predict the reaction product. The product is: [Br:2][C:3]1[CH:12]=[C:11]2[C:6]([CH:7]=[CH:8][N:9]=[C:10]2[Cl:25])=[CH:5][CH:4]=1. (2) The product is: [ClH:11].[NH2:3][CH:15]1[C:14]2[C:19](=[C:20]([I:22])[CH:21]=[C:12]([Cl:11])[CH:13]=2)[O:18][C:17](=[O:23])[CH2:16]1. Given the reactants C[Si](C)(C)[NH:3][Si](C)(C)C.[Li].[Cl:11][C:12]1[CH:13]=[C:14]2[C:19](=[C:20]([I:22])[CH:21]=1)[O:18][C:17](=[O:23])[CH:16]=[CH:15]2.C(O)(=O)C.C(=O)([O-])[O-].[Na+].[Na+].O1CCOCC1.Cl, predict the reaction product.